This data is from NCI-60 drug combinations with 297,098 pairs across 59 cell lines. The task is: Regression. Given two drug SMILES strings and cell line genomic features, predict the synergy score measuring deviation from expected non-interaction effect. (1) Synergy scores: CSS=19.3, Synergy_ZIP=13.1, Synergy_Bliss=17.3, Synergy_Loewe=16.3, Synergy_HSA=16.6. Drug 1: CN1CCC(CC1)COC2=C(C=C3C(=C2)N=CN=C3NC4=C(C=C(C=C4)Br)F)OC. Cell line: NCI-H460. Drug 2: CC1=C(C(=CC=C1)Cl)NC(=O)C2=CN=C(S2)NC3=CC(=NC(=N3)C)N4CCN(CC4)CCO. (2) Drug 1: CC(C1=C(C=CC(=C1Cl)F)Cl)OC2=C(N=CC(=C2)C3=CN(N=C3)C4CCNCC4)N. Drug 2: CCC1=CC2CC(C3=C(CN(C2)C1)C4=CC=CC=C4N3)(C5=C(C=C6C(=C5)C78CCN9C7C(C=CC9)(C(C(C8N6C)(C(=O)OC)O)OC(=O)C)CC)OC)C(=O)OC.C(C(C(=O)O)O)(C(=O)O)O. Cell line: NCI-H460. Synergy scores: CSS=41.2, Synergy_ZIP=9.25, Synergy_Bliss=9.46, Synergy_Loewe=10.2, Synergy_HSA=9.96.